From a dataset of CYP2C19 inhibition data for predicting drug metabolism from PubChem BioAssay. Regression/Classification. Given a drug SMILES string, predict its absorption, distribution, metabolism, or excretion properties. Task type varies by dataset: regression for continuous measurements (e.g., permeability, clearance, half-life) or binary classification for categorical outcomes (e.g., BBB penetration, CYP inhibition). Dataset: cyp2c19_veith. The compound is CC(C)(C)N1C(=O)[C@H]2CC[C@H]3/C(=N\NC(=O)OCc4ccccc4)C[C@@H](O)[C@@H](O)[C@@H]3[C@@H]2C1=O. The result is 0 (non-inhibitor).